Dataset: Peptide-MHC class I binding affinity with 185,985 pairs from IEDB/IMGT. Task: Regression. Given a peptide amino acid sequence and an MHC pseudo amino acid sequence, predict their binding affinity value. This is MHC class I binding data. (1) The peptide sequence is DAVVADLSAR. The MHC is HLA-A33:01 with pseudo-sequence HLA-A33:01. The binding affinity (normalized) is 0.442. (2) The peptide sequence is VSRDFDDVY. The MHC is HLA-A31:01 with pseudo-sequence HLA-A31:01. The binding affinity (normalized) is 0.0847.